Task: Predict the product of the given reaction.. Dataset: Forward reaction prediction with 1.9M reactions from USPTO patents (1976-2016) (1) Given the reactants Cl[C:2]1[C:11]2[C:6](=[CH:7][CH:8]=[C:9]([O:12][CH3:13])[CH:10]=2)[CH:5]=[C:4]([NH:14][C:15]2[CH:19]=[C:18]([CH3:20])[NH:17][N:16]=2)[N:3]=1.[CH3:21][OH:22], predict the reaction product. The product is: [CH3:21][O:22][C:2]1[C:11]2[C:6](=[CH:7][CH:8]=[C:9]([O:12][CH3:13])[CH:10]=2)[CH:5]=[C:4]([NH:14][C:15]2[CH:19]=[C:18]([CH3:20])[NH:17][N:16]=2)[N:3]=1. (2) The product is: [CH3:1][O:2][C:3](=[O:42])[CH2:4][C@H:5]([OH:41])[CH2:6][C@H:7]([OH:40])[CH2:8][CH2:9][C:10]1[N:11]([CH:37]([CH3:39])[CH3:38])[C:12]([C:29]([N:31]2[CH2:36][CH2:35][CH2:34][CH2:33][CH2:32]2)=[O:30])=[C:13]([C:22]2[CH:27]=[CH:26][C:25]([F:28])=[CH:24][CH:23]=2)[C:14]=1[C:15]1[CH:16]=[CH:17][C:18]([F:21])=[CH:19][CH:20]=1. Given the reactants [CH3:1][O:2][C:3](=[O:42])[CH2:4][C@H:5]([OH:41])[CH2:6][C@@H:7]([OH:40])[CH:8]=[CH:9][C:10]1[N:11]([CH:37]([CH3:39])[CH3:38])[C:12]([C:29]([N:31]2[CH2:36][CH2:35][CH2:34][CH2:33][CH2:32]2)=[O:30])=[C:13]([C:22]2[CH:27]=[CH:26][C:25]([F:28])=[CH:24][CH:23]=2)[C:14]=1[C:15]1[CH:20]=[CH:19][C:18]([F:21])=[CH:17][CH:16]=1, predict the reaction product. (3) The product is: [Cl:1][C:2]1[CH:3]=[CH:4][C:5]([C:8]#[C:9][C:10]2[CH:15]=[CH:14][C:13]([CH2:16][NH:17][C:18]3[CH:30]=[CH:29][C:21]4[O:22][C:23]([CH3:28])([CH3:27])[O:24][C:25](=[O:26])[C:20]=4[CH:19]=3)=[CH:12][CH:11]=2)=[CH:6][CH:7]=1. Given the reactants [Cl:1][C:2]1[CH:7]=[CH:6][C:5]([C:8]#[C:9][C:10]2[CH:15]=[CH:14][C:13](/[CH:16]=[N:17]/[C:18]3[CH:30]=[CH:29][C:21]4[O:22][C:23]([CH3:28])([CH3:27])[O:24][C:25](=[O:26])[C:20]=4[CH:19]=3)=[CH:12][CH:11]=2)=[CH:4][CH:3]=1.C(O[BH-](OC(=O)C)OC(=O)C)(=O)C.[Na+].C(O)(=O)C, predict the reaction product. (4) Given the reactants [Cl:1][C:2]1[CH:7]=[CH:6][C:5]([O:8][CH3:9])=[C:4](I)[CH:3]=1.[Br:11][C:12]1[C:13]([NH2:19])=[N:14][CH:15]=[C:16]([CH3:18])[CH:17]=1, predict the reaction product. The product is: [Br:11][C:12]1[C:13]([NH:19][C:4]2[CH:3]=[C:2]([Cl:1])[CH:7]=[CH:6][C:5]=2[O:8][CH3:9])=[N:14][CH:15]=[C:16]([CH3:18])[CH:17]=1. (5) The product is: [CH2:3]1[C:4]2([CH2:5][N:6]([CH2:8][C:9]3[CH:14]=[CH:13][C:12]([O:15][CH:22]4[CH2:23][N:24]([C:26]([C:28]5[O:29][C:30]([C:33]6[CH:38]=[CH:37][CH:36]=[CH:35][CH:34]=6)=[N:31][N:32]=5)=[O:27])[CH2:25]4)=[CH:11][C:10]=3[Cl:16])[CH2:7]2)[CH2:1][O:2]1. Given the reactants [CH2:1]1[C:4]2([CH2:7][N:6]([CH2:8][C:9]3[CH:14]=[CH:13][C:12]([OH:15])=[CH:11][C:10]=3[Cl:16])[CH2:5]2)[CH2:3][O:2]1.CS(O[CH:22]1[CH2:25][N:24]([C:26]([C:28]2[O:29][C:30]([C:33]3[CH:38]=[CH:37][CH:36]=[CH:35][CH:34]=3)=[N:31][N:32]=2)=[O:27])[CH2:23]1)(=O)=O.C([O-])([O-])=O.[Cs+].[Cs+], predict the reaction product. (6) Given the reactants Br[C:2]1[CH:9]=[CH:8][C:7]([C:10]([F:13])([F:12])[F:11])=[CH:6][C:3]=1[CH:4]=O.[N+:14]([CH2:16][C:17]([O:19][CH2:20][CH3:21])=[O:18])#[C-], predict the reaction product. The product is: [F:11][C:10]([F:13])([F:12])[C:7]1[CH:6]=[C:3]2[C:2](=[CH:9][CH:8]=1)[NH:14][C:16]([C:17]([O:19][CH2:20][CH3:21])=[O:18])=[CH:4]2.